Dataset: Catalyst prediction with 721,799 reactions and 888 catalyst types from USPTO. Task: Predict which catalyst facilitates the given reaction. (1) Reactant: [CH3:1][CH:2]1[CH2:7][CH2:6][CH2:5][N:4]([C:8]([C:10]2[CH:18]=[CH:17][C:16]3[NH:15][CH:14]4[CH2:19][CH2:20][N:21]([C:23]([O:25][C:26]([CH3:29])([CH3:28])[CH3:27])=[O:24])[CH2:22][CH:13]4[C:12]=3[CH:11]=2)=[O:9])[CH2:3]1.[H-].[Na+].[CH2:32](Br)[CH:33]=[CH2:34]. Product: [CH2:34]([N:15]1[C:16]2[CH:17]=[CH:18][C:10]([C:8]([N:4]3[CH2:5][CH2:6][CH2:7][CH:2]([CH3:1])[CH2:3]3)=[O:9])=[CH:11][C:12]=2[C:13]2[CH2:22][N:21]([C:23]([O:25][C:26]([CH3:28])([CH3:27])[CH3:29])=[O:24])[CH2:20][CH2:19][C:14]1=2)[CH:33]=[CH2:32]. The catalyst class is: 3. (2) Reactant: [CH2:1]([O:8][C:9]1[CH:10]=[C:11]([CH2:17][CH2:18][NH:19][C:20](=O)/[CH:21]=[CH:22]/[C:23]2[CH:28]=[C:27]([O:29][CH3:30])[C:26]([O:31][CH3:32])=[CH:25][C:24]=2[CH3:33])[CH:12]=[CH:13][C:14]=1[O:15][CH3:16])[C:2]1[CH:7]=[CH:6][CH:5]=[CH:4][CH:3]=1.O=P(Cl)(Cl)Cl.[BH4-].[Na+]. Product: [CH2:1]([O:8][C:9]1[CH:10]=[C:11]2[C:12](=[CH:13][C:14]=1[O:15][CH3:16])[CH:20](/[CH:21]=[CH:22]/[C:23]1[CH:28]=[C:27]([O:29][CH3:30])[C:26]([O:31][CH3:32])=[CH:25][C:24]=1[CH3:33])[NH:19][CH2:18][CH2:17]2)[C:2]1[CH:7]=[CH:6][CH:5]=[CH:4][CH:3]=1. The catalyst class is: 10. (3) Reactant: [CH3:1][C:2]([Si:5]([CH3:26])([CH3:25])[O:6][C@H:7]1[CH2:12][C@@H:11]([CH2:13]O)[CH2:10][N:9]([C:15]([O:17][CH2:18][C:19]2[CH:24]=[CH:23][CH:22]=[CH:21][CH:20]=2)=[O:16])[CH2:8]1)([CH3:4])[CH3:3].[C:27]1(=[O:37])[NH:31][C:30](=[O:32])[C:29]2=[CH:33][CH:34]=[CH:35][CH:36]=[C:28]12.C1(P(C2C=CC=CC=2)C2C=CC=CC=2)C=CC=CC=1.N(C(OCC)=O)=NC(OCC)=O. Product: [CH3:1][C:2]([Si:5]([CH3:25])([CH3:26])[O:6][C@H:7]1[CH2:12][C@@H:11]([CH2:13][N:31]2[C:27](=[O:37])[C:28]3[C:29](=[CH:33][CH:34]=[CH:35][CH:36]=3)[C:30]2=[O:32])[CH2:10][N:9]([C:15]([O:17][CH2:18][C:19]2[CH:20]=[CH:21][CH:22]=[CH:23][CH:24]=2)=[O:16])[CH2:8]1)([CH3:4])[CH3:3]. The catalyst class is: 1. (4) Reactant: [NH:1]1[CH:5]=[CH:4][N:3]=[C:2]1[CH2:6][NH:7][CH2:8][C:9]1[CH:28]=[CH:27][CH:26]=[CH:25][C:10]=1C(NCCCCN(CCC)CCC)=O.C([O:34][CH3:35])(OC)OC.[NH:36]1[CH:40]=[CH:39][C:38]([CH:41]=O)=[N:37]1.[C:43]([BH3-])#[N:44].[Na+].[C:47](O)(=O)[CH3:48]. Product: [CH2:26]([N:44]([CH2:43][CH2:47][CH3:48])[CH2:25][CH2:10][CH2:9][CH2:8][NH:7][C:35](=[O:34])[C:26]1[CH:25]=[CH:10][C:9]([CH2:8][N:7]([CH2:6][C:2]2[NH:1][CH:5]=[CH:4][N:3]=2)[CH2:41][C:38]2[CH:39]=[CH:40][NH:36][N:37]=2)=[CH:28][CH:27]=1)[CH2:27][CH3:28]. The catalyst class is: 5.